Dataset: CYP3A4 inhibition data for predicting drug metabolism from PubChem BioAssay. Task: Regression/Classification. Given a drug SMILES string, predict its absorption, distribution, metabolism, or excretion properties. Task type varies by dataset: regression for continuous measurements (e.g., permeability, clearance, half-life) or binary classification for categorical outcomes (e.g., BBB penetration, CYP inhibition). Dataset: cyp3a4_veith. (1) The compound is O=C(CCCn1c(=S)[nH]c2ccc(Br)cc2c1=O)N1CCN(c2ccccn2)CC1. The result is 1 (inhibitor). (2) The drug is O=P(c1ccccc1)(c1ccccc1)N1CC2(CC2)CC(O)(c2ccccc2)C1. The result is 0 (non-inhibitor).